Dataset: Catalyst prediction with 721,799 reactions and 888 catalyst types from USPTO. Task: Predict which catalyst facilitates the given reaction. Reactant: [NH2:1][C:2]([CH3:40])([CH3:39])[CH:3]=[C:4]([C:7]([N:9]1[CH2:13][CH2:12][CH2:11][C@H:10]1[CH2:14][N:15]1[C:19]2=[N:20][CH:21]=[N:22][C:23]([NH2:24])=[C:18]2[C:17]([C:25]2[CH:30]=[CH:29][C:28]([O:31][C:32]3[CH:37]=[CH:36][CH:35]=[CH:34][CH:33]=3)=[CH:27][C:26]=2[F:38])=[N:16]1)=[O:8])[C:5]#[N:6].C(=O)([O-])[O-].[K+].[K+].Br[CH2:48][CH2:49][O:50][CH3:51]. Product: [NH2:24][C:23]1[N:22]=[CH:21][N:20]=[C:19]2[N:15]([CH2:14][C@@H:10]3[CH2:11][CH2:12][CH2:13][N:9]3[C:7]([C:4](=[CH:3][C:2]([NH:1][CH2:48][CH2:49][O:50][CH3:51])([CH3:40])[CH3:39])[C:5]#[N:6])=[O:8])[N:16]=[C:17]([C:25]3[CH:30]=[CH:29][C:28]([O:31][C:32]4[CH:37]=[CH:36][CH:35]=[CH:34][CH:33]=4)=[CH:27][C:26]=3[F:38])[C:18]=12. The catalyst class is: 23.